Dataset: Full USPTO retrosynthesis dataset with 1.9M reactions from patents (1976-2016). Task: Predict the reactants needed to synthesize the given product. (1) Given the product [Cl:1][CH2:2][C:3]([N:39]1[CH2:40][CH2:41][N:36]([C:33]2[CH:32]=[CH:31][C:30]([C:27]3[N:28]=[CH:29][C:24]([F:23])=[CH:25][N:26]=3)=[CH:35][CH:34]=2)[CH2:37][CH2:38]1)=[O:4], predict the reactants needed to synthesize it. The reactants are: [Cl:1][CH2:2][C:3](N1CC=C(C2C=CC(C3N=CC=CN=3)=CC=2)CC1)=[O:4].[F:23][C:24]1[CH:25]=[N:26][C:27]([C:30]2[CH:35]=[CH:34][C:33]([N:36]3[CH2:41][CH2:40][NH:39][CH2:38][CH2:37]3)=[CH:32][CH:31]=2)=[N:28][CH:29]=1. (2) Given the product [CH3:1][N:2]([C:3]1[CH:4]=[CH:5][CH:6]=[C:7]([C:9]2[S:10][C:11]3[CH:19]=[CH:18][CH:17]=[CH:16][C:12]=3[C:13](=[O:15])[N:14]=2)[N:8]=1)[C:20](=[O:23])[CH2:21][CH3:22], predict the reactants needed to synthesize it. The reactants are: [CH3:1][NH:2][C:3]1[N:8]=[C:7]([C:9]2[S:10][C:11]3[CH:19]=[CH:18][CH:17]=[CH:16][C:12]=3[C:13](=[O:15])[N:14]=2)[CH:6]=[CH:5][CH:4]=1.[C:20](Cl)(=[O:23])[CH2:21][CH3:22].CN(C)C(=O)C. (3) Given the product [Cl:14][C:6]1[C:3]([CH:4]=[O:5])=[C:2]([C:22]2[CH:23]=[CH:24][C:19]([C:17]([O:16][CH3:15])=[O:18])=[CH:20][CH:21]=2)[CH:9]=[C:8]([C:10]([F:13])([F:12])[F:11])[CH:7]=1, predict the reactants needed to synthesize it. The reactants are: Cl[C:2]1[CH:9]=[C:8]([C:10]([F:13])([F:12])[F:11])[CH:7]=[C:6]([Cl:14])[C:3]=1[CH:4]=[O:5].[CH3:15][O:16][C:17]([C:19]1[CH:24]=[CH:23][C:22](B(O)O)=[CH:21][CH:20]=1)=[O:18].[O-]P([O-])([O-])=O.[K+].[K+].[K+]. (4) Given the product [CH3:27][N:19]([CH2:18][CH2:17][N:16]1[CH:6]=[CH:5][C:4]2[C:9](=[CH:10][CH:11]=[C:2]([CH3:1])[C:3]=2[N+:13]([O-:15])=[O:14])[C:8]1=[O:12])[C:20](=[O:26])[O:21][C:22]([CH3:25])([CH3:23])[CH3:24], predict the reactants needed to synthesize it. The reactants are: [CH3:1][C:2]1[C:3]([N+:13]([O-:15])=[O:14])=[C:4]2[C:9](=[CH:10][CH:11]=1)[C:8](=[O:12])O[CH:6]=[CH:5]2.[NH2:16][CH2:17][CH2:18][N:19]([CH3:27])[C:20](=[O:26])[O:21][C:22]([CH3:25])([CH3:24])[CH3:23].C(N(CC)CC)C.CO. (5) Given the product [Cl:1][C:2]1[CH:7]=[CH:6][C:5]([CH2:8][CH2:9][CH2:10][C:11]([NH2:16])=[O:13])=[CH:4][CH:3]=1, predict the reactants needed to synthesize it. The reactants are: [Cl:1][C:2]1[CH:7]=[CH:6][C:5]([CH2:8][CH2:9][CH2:10][C:11]([OH:13])=O)=[CH:4][CH:3]=1.O.O[N:16]1C2C=CC=CC=2N=N1.Cl.C(N=C=NCCCN(C)C)C.N.CO. (6) Given the product [NH2:4][C:3]1[C:2]([Cl:1])=[C:8]([OH:9])[CH:7]=[CH:6][C:5]=1[F:11], predict the reactants needed to synthesize it. The reactants are: [Cl:1][C:2]1[C:8]([O:9]C)=[CH:7][CH:6]=[C:5]([F:11])[C:3]=1[NH2:4].B(Br)(Br)Br.C([O-])(O)=O.[Na+].